Dataset: Full USPTO retrosynthesis dataset with 1.9M reactions from patents (1976-2016). Task: Predict the reactants needed to synthesize the given product. (1) Given the product [Cl:52][C:53]1[CH:60]=[CH:59][C:56]([CH2:57][NH:58][C:48]([C:40]2[CH:39]=[C:38]3[C:43]([C:44](=[O:45])[N:35]([C:30]4[CH:29]=[CH:28][C:27]([O:26][CH3:25])=[C:32]([O:33][CH3:34])[N:31]=4)[C:36](=[S:51])[NH:37]3)=[C:42]([O:46][CH3:47])[CH:41]=2)=[O:49])=[CH:55][CH:54]=1, predict the reactants needed to synthesize it. The reactants are: CN(C(ON1N=NC2C=CC=NC1=2)=[N+](C)C)C.F[P-](F)(F)(F)(F)F.[CH3:25][O:26][C:27]1[CH:28]=[CH:29][C:30]([N:35]2[C:44](=[O:45])[C:43]3[C:38](=[CH:39][C:40]([C:48](O)=[O:49])=[CH:41][C:42]=3[O:46][CH3:47])[NH:37][C:36]2=[S:51])=[N:31][C:32]=1[O:33][CH3:34].[Cl:52][C:53]1[CH:60]=[CH:59][C:56]([CH2:57][NH2:58])=[CH:55][CH:54]=1.O. (2) The reactants are: CC([O-])(C)C.[K+].[CH3:7][CH2:8][SH:9].[C:10]([O:14][C:15]([N:17]1[CH2:21][CH2:20][CH2:19][C@H:18]1[CH:22]=[C:23]([C:25]([O:27][CH2:28][C:29]1[CH:34]=[CH:33][CH:32]=[CH:31][CH:30]=1)=[O:26])[CH3:24])=[O:16])([CH3:13])([CH3:12])[CH3:11]. Given the product [C:10]([O:14][C:15]([N:17]1[CH2:21][CH2:20][CH2:19][C@H:18]1[C@H:22]([S:9][CH2:8][CH3:7])[C@H:23]([C:25]([O:27][CH2:28][C:29]1[CH:30]=[CH:31][CH:32]=[CH:33][CH:34]=1)=[O:26])[CH3:24])=[O:16])([CH3:11])([CH3:12])[CH3:13], predict the reactants needed to synthesize it. (3) Given the product [CH3:23][O:22][C:15]1[CH:16]=[C:17]([O:20][CH3:21])[CH:18]=[CH:19][C:14]=1[CH2:13][N:4]1[C:3](=[O:24])[C@@H:2]([NH:1][C:31](=[O:32])[O:33][CH2:34][C:35]2[CH:40]=[CH:39][CH:38]=[CH:37][CH:36]=2)[C@H:5]1[C@@H:6]1[CH2:10][O:9][C:8]([CH3:12])([CH3:11])[O:7]1, predict the reactants needed to synthesize it. The reactants are: [NH2:1][C@H:2]1[C@@H:5]([C@@H:6]2[CH2:10][O:9][C:8]([CH3:12])([CH3:11])[O:7]2)[N:4]([CH2:13][C:14]2[CH:19]=[CH:18][C:17]([O:20][CH3:21])=[CH:16][C:15]=2[O:22][CH3:23])[C:3]1=[O:24].C([O-])(O)=O.[Na+].Cl[C:31]([O:33][CH2:34][C:35]1[CH:40]=[CH:39][CH:38]=[CH:37][CH:36]=1)=[O:32]. (4) Given the product [S:26]([OH:29])(=[O:28])(=[O:27])[CH3:25].[OH:1][CH2:2][C@H:3]1[CH2:7][CH2:6][CH2:5][N:4]1[CH2:8][CH2:9][C:10]1[NH:11][C:12](=[O:21])[C:13]2[C:18]([CH:19]=1)=[C:17]([CH3:20])[CH:16]=[CH:15][CH:14]=2, predict the reactants needed to synthesize it. The reactants are: [OH:1][CH2:2][C@H:3]1[CH2:7][CH2:6][CH2:5][N:4]1[CH2:8][CH2:9][C:10]1[NH:11][C:12](=[O:21])[C:13]2[C:18]([CH:19]=1)=[C:17]([CH3:20])[CH:16]=[CH:15][CH:14]=2.C(O)C.[CH3:25][S:26]([OH:29])(=[O:28])=[O:27]. (5) Given the product [Br:10][CH2:11][C:12]([NH:1][C:2]1[C:7]([Br:8])=[N:6][C:5]([Br:9])=[CH:4][N:3]=1)=[O:13], predict the reactants needed to synthesize it. The reactants are: [NH2:1][C:2]1[C:7]([Br:8])=[N:6][C:5]([Br:9])=[CH:4][N:3]=1.[Br:10][CH2:11][C:12](O[C:12](=[O:13])[CH2:11][Br:10])=[O:13]. (6) Given the product [C:11]([O:10][C:8]([N:5]1[CH2:4][CH2:3][CH:2]([NH:1][C:16]2[CH:21]=[CH:20][C:19]([S:22](=[O:23])(=[O:24])[NH2:25])=[CH:18][C:17]=2[N+:26]([O-:28])=[O:27])[CH2:7][CH2:6]1)=[O:9])([CH3:14])([CH3:13])[CH3:12], predict the reactants needed to synthesize it. The reactants are: [NH2:1][CH:2]1[CH2:7][CH2:6][N:5]([C:8]([O:10][C:11]([CH3:14])([CH3:13])[CH3:12])=[O:9])[CH2:4][CH2:3]1.Cl[C:16]1[CH:21]=[CH:20][C:19]([S:22]([NH2:25])(=[O:24])=[O:23])=[CH:18][C:17]=1[N+:26]([O-:28])=[O:27].C(N(CC)CC)C.